From a dataset of Catalyst prediction with 721,799 reactions and 888 catalyst types from USPTO. Predict which catalyst facilitates the given reaction. (1) Reactant: Br[C:2]1[CH:3]=[N:4][NH:5][C:6]=1[CH:7]1[CH2:9][CH2:8]1.[B:10]1([B:10]2[O:14][C:13]([CH3:16])([CH3:15])[C:12]([CH3:18])([CH3:17])[O:11]2)[O:14][C:13]([CH3:16])([CH3:15])[C:12]([CH3:18])([CH3:17])[O:11]1.CC([O-])=O.[K+]. Product: [CH:7]1([C:6]2[NH:5][N:4]=[CH:3][C:2]=2[B:10]2[O:14][C:13]([CH3:16])([CH3:15])[C:12]([CH3:18])([CH3:17])[O:11]2)[CH2:9][CH2:8]1. The catalyst class is: 16. (2) Reactant: [F:1][C:2]1[CH:7]=[CH:6][C:5]([C:8]2[C:16]3[C:11](=[CH:12][CH:13]=[C:14]([C:17]4[NH:18][C:19]([CH2:22][CH2:23][C:24]([O:26]CC)=[O:25])=[N:20][N:21]=4)[CH:15]=3)[NH:10][N:9]=2)=[CH:4][CH:3]=1.O.[OH-].[Li+]. Product: [F:1][C:2]1[CH:7]=[CH:6][C:5]([C:8]2[C:16]3[C:11](=[CH:12][CH:13]=[C:14]([C:17]4[NH:18][C:19]([CH2:22][CH2:23][C:24]([OH:26])=[O:25])=[N:20][N:21]=4)[CH:15]=3)[NH:10][N:9]=2)=[CH:4][CH:3]=1. The catalyst class is: 7. (3) Reactant: [Cl-].[N:2]1([C:8](=[O:20])[CH2:9][N+:10]2[C:19]3[C:14](=[CH:15][CH:16]=[CH:17][CH:18]=3)[CH:13]=[CH:12][CH:11]=2)[CH2:7][CH2:6][O:5][CH2:4][CH2:3]1.ClCC(N1CCOCC1)=O.[N:31]1C2C(=CC=CC=2)[CH:34]=[CH:33][CH:32]=1. Product: [C:32]([C:33]1[CH:34]=[C:9]([C:8]([N:2]2[CH2:7][CH2:6][O:5][CH2:4][CH2:3]2)=[O:20])[N:10]2[C:19]3[C:14](=[CH:15][CH:16]=[CH:17][CH:18]=3)[CH:13]=[CH:12][C:11]=12)#[N:31]. The catalyst class is: 10. (4) Reactant: [CH:1]([C@@H:3]1[C@@H:11]([C@:12]2([CH3:24])[C@@H:21]([CH:22]=[O:23])[CH2:20][C:15]3[N:16]=[C:17]([CH3:19])[S:18][C:14]=3[CH2:13]2)[CH2:10][CH2:9][C@@:8]2([CH3:25])[C@H:4]1[CH2:5][CH2:6][C:7]2=[CH2:26])=[O:2].[BH4-].[Na+]. Product: [OH:23][CH2:22][C@H:21]1[CH2:20][C:15]2[N:16]=[C:17]([CH3:19])[S:18][C:14]=2[CH2:13][C@@:12]1([C@H:11]1[CH2:10][CH2:9][C@@:8]2([CH3:25])[C@@H:4]([CH2:5][CH2:6][C:7]2=[CH2:26])[C@@H:3]1[CH2:1][OH:2])[CH3:24]. The catalyst class is: 36. (5) Reactant: Br[C:2]1[CH:7]=[C:6]([N+:8]([O-:10])=[O:9])[CH:5]=[CH:4][C:3]=1[CH3:11].[F:12][C:13]([F:18])([F:17])C([O-])=O.[Na+].O. Product: [F:12][C:13]([F:18])([F:17])[C:2]1[CH:7]=[C:6]([N+:8]([O-:10])=[O:9])[CH:5]=[CH:4][C:3]=1[CH3:11]. The catalyst class is: 37.